From a dataset of NCI-60 drug combinations with 297,098 pairs across 59 cell lines. Regression. Given two drug SMILES strings and cell line genomic features, predict the synergy score measuring deviation from expected non-interaction effect. Drug 1: CC1C(C(=O)NC(C(=O)N2CCCC2C(=O)N(CC(=O)N(C(C(=O)O1)C(C)C)C)C)C(C)C)NC(=O)C3=C4C(=C(C=C3)C)OC5=C(C(=O)C(=C(C5=N4)C(=O)NC6C(OC(=O)C(N(C(=O)CN(C(=O)C7CCCN7C(=O)C(NC6=O)C(C)C)C)C)C(C)C)C)N)C. Drug 2: CC1=C(C=C(C=C1)NC(=O)C2=CC=C(C=C2)CN3CCN(CC3)C)NC4=NC=CC(=N4)C5=CN=CC=C5. Cell line: NCI-H322M. Synergy scores: CSS=9.57, Synergy_ZIP=-0.252, Synergy_Bliss=3.54, Synergy_Loewe=1.76, Synergy_HSA=3.33.